Task: Regression. Given two drug SMILES strings and cell line genomic features, predict the synergy score measuring deviation from expected non-interaction effect.. Dataset: NCI-60 drug combinations with 297,098 pairs across 59 cell lines Drug 1: COC1=CC(=CC(=C1O)OC)C2C3C(COC3=O)C(C4=CC5=C(C=C24)OCO5)OC6C(C(C7C(O6)COC(O7)C8=CC=CS8)O)O. Drug 2: COC1=NC(=NC2=C1N=CN2C3C(C(C(O3)CO)O)O)N. Cell line: OVCAR3. Synergy scores: CSS=3.70, Synergy_ZIP=-1.42, Synergy_Bliss=2.61, Synergy_Loewe=-29.2, Synergy_HSA=-1.40.